This data is from Catalyst prediction with 721,799 reactions and 888 catalyst types from USPTO. The task is: Predict which catalyst facilitates the given reaction. (1) Reactant: C(Cl)(=O)C(Cl)=O.[C:7]([O:10][CH2:11][C:12]1[CH:20]=[CH:19][C:15]([C:16]([OH:18])=O)=[CH:14][CH:13]=1)(=[O:9])[CH3:8].Cl.[Cl:22][C:23]1[CH:31]=[C:30]2[C:26]([C:27]([CH2:38][CH:39]([CH3:41])[CH3:40])=[CH:28][N:29]2[C:32]2[S:33][CH:34]=[C:35]([NH2:37])[N:36]=2)=[CH:25][CH:24]=1.C(N(CC)CC)C. Product: [C:7]([O:10][CH2:11][C:12]1[CH:13]=[CH:14][C:15]([C:16]([NH:37][C:35]2[N:36]=[C:32]([N:29]3[C:30]4[C:26](=[CH:25][CH:24]=[C:23]([Cl:22])[CH:31]=4)[C:27]([CH2:38][CH:39]([CH3:41])[CH3:40])=[CH:28]3)[S:33][CH:34]=2)=[O:18])=[CH:19][CH:20]=1)(=[O:9])[CH3:8]. The catalyst class is: 120. (2) Reactant: [Cl:1][C:2]1[CH:10]=[CH:9][CH:8]=[C:7]([O:11]COC)[C:3]=1[C:4]([OH:6])=[O:5].Cl. Product: [Cl:1][C:2]1[CH:10]=[CH:9][CH:8]=[C:7]([OH:11])[C:3]=1[C:4]([OH:6])=[O:5]. The catalyst class is: 1. (3) Reactant: C([O:3][C:4]([C:6]1[O:10][N:9]=[C:8]([C:11]2[CH:16]=[CH:15][CH:14]=[CH:13][N:12]=2)[CH:7]=1)=O)C.[BH4-].[Na+]. Product: [OH:3][CH2:4][C:6]1[O:10][N:9]=[C:8]([C:11]2[CH:16]=[CH:15][CH:14]=[CH:13][N:12]=2)[CH:7]=1. The catalyst class is: 8. (4) Reactant: [H-].[Na+].[CH2:3]([OH:9])[CH2:4][CH:5]=[CH:6][CH2:7][CH3:8].Cl[C:11]1[N:16]=[C:15](Cl)[N:14]=[C:13](Cl)[N:12]=1.[OH2:19]. Product: [CH2:3]([O:9][C:11]1[N:16]=[C:15]([O:19][CH2:3][CH2:4][CH:5]=[CH:6][CH2:7][CH3:8])[N:14]=[C:13]([O:9][CH2:3][CH2:4][CH:5]=[CH:6][CH2:7][CH3:8])[N:12]=1)[CH2:4][CH:5]=[CH:6][CH2:7][CH3:8]. The catalyst class is: 7. (5) Reactant: [NH2:1][C:2]1[CH:3]=[C:4]([OH:12])[C:5](=[CH:10][CH:11]=1)[C:6]([O:8][CH3:9])=[O:7].[Br:13][C:14]1[CH:15]=[C:16]([S:24](Cl)(=[O:26])=[O:25])[CH:17]=[C:18]([C:20]([F:23])([F:22])[F:21])[CH:19]=1.N1C=CC=CC=1. Product: [Br:13][C:14]1[CH:15]=[C:16]([S:24]([NH:1][C:2]2[CH:11]=[CH:10][C:5]([C:6]([O:8][CH3:9])=[O:7])=[C:4]([OH:12])[CH:3]=2)(=[O:25])=[O:26])[CH:17]=[C:18]([C:20]([F:22])([F:21])[F:23])[CH:19]=1. The catalyst class is: 23. (6) The catalyst class is: 6. Product: [Cl:30][C:31]1[CH:32]=[CH:33][C:34]([O:5][CH:6]2[CH2:11][CH2:10][N:9]([C:12]([O:14][C:15]([CH3:18])([CH3:17])[CH3:16])=[O:13])[CH2:8][CH2:7]2)=[N:35][CH:36]=1. Reactant: CS([O:5][CH:6]1[CH2:11][CH2:10][N:9]([C:12]([O:14][C:15]([CH3:18])([CH3:17])[CH3:16])=[O:13])[CH2:8][CH2:7]1)(=O)=O.C(=O)([O-])[O-].[K+].[K+].CN(C)C=O.[Cl:30][C:31]1[CH:32]=[CH:33][C:34](O)=[N:35][CH:36]=1. (7) Reactant: CO.[O:3]1[C:8]2[CH:9]=[CH:10][C:11]([CH2:13][N:14]([CH:22]3[CH2:27][CH2:26][N:25]([CH2:28][CH2:29][N:30]4[C:39]5[C:34](=[CH:35][CH:36]=[C:37]([C:40]([NH:42][CH3:43])=[O:41])[CH:38]=5)[C:33]([CH3:44])=[CH:32][C:31]4=[O:45])[CH2:24][CH2:23]3)C(=O)OC(C)(C)C)=[CH:12][C:7]=2[O:6][CH2:5][CH2:4]1.[ClH:46].C(OCC)(=O)C. Product: [ClH:46].[O:3]1[C:8]2[CH:9]=[CH:10][C:11]([CH2:13][NH:14][CH:22]3[CH2:27][CH2:26][N:25]([CH2:28][CH2:29][N:30]4[C:39]5[C:34](=[CH:35][CH:36]=[C:37]([C:40]([NH:42][CH3:43])=[O:41])[CH:38]=5)[C:33]([CH3:44])=[CH:32][C:31]4=[O:45])[CH2:24][CH2:23]3)=[CH:12][C:7]=2[O:6][CH2:5][CH2:4]1. The catalyst class is: 13. (8) Reactant: CCN(C(C)C)C(C)C.[CH3:10][O:11][C:12]1[CH:17]=[CH:16][CH:15]=[CH:14][C:13]=1[C:18]1[NH:22][N:21]=[C:20]([C:23]([NH:25][CH2:26][C:27]([OH:29])=O)=[O:24])[CH:19]=1.C1C=CC2N(O)N=NC=2C=1.CCN=C=NCCCN(C)C.Cl.[N:52]1([C:58]([C:60]2[CH:65]=[CH:64][CH:63]=[CH:62][C:61]=2[C:66]([F:69])([F:68])[F:67])=[O:59])[CH2:57][CH2:56][NH:55][CH2:54][CH2:53]1. Product: [O:29]=[C:27]([N:55]1[CH2:56][CH2:57][N:52]([C:58](=[O:59])[C:60]2[CH:65]=[CH:64][CH:63]=[CH:62][C:61]=2[C:66]([F:69])([F:67])[F:68])[CH2:53][CH2:54]1)[CH2:26][NH:25][C:23]([C:20]1[CH:19]=[C:18]([C:13]2[CH:14]=[CH:15][CH:16]=[CH:17][C:12]=2[O:11][CH3:10])[NH:22][N:21]=1)=[O:24]. The catalyst class is: 18. (9) Reactant: [CH3:1][C:2]1[N:7]=[CH:6][C:5]([CH2:8][CH2:9][CH2:10][CH2:11][N:12]2C(=O)C3C(=CC=CC=3)C2=O)=[CH:4][CH:3]=1.NN. Product: [CH3:1][C:2]1[N:7]=[CH:6][C:5]([CH2:8][CH2:9][CH2:10][CH2:11][NH2:12])=[CH:4][CH:3]=1. The catalyst class is: 8. (10) Reactant: [CH2:1]([O:8][C:9](=[O:36])[NH:10][CH2:11][CH2:12][CH2:13][CH2:14][C@H:15]([NH:27][C:28]([C@@H:30]1[CH2:35][CH2:34][CH2:33][NH:32][CH2:31]1)=[O:29])[C:16]([C:18]1[S:19][C:20]2[CH:26]=[CH:25][CH:24]=[CH:23][C:21]=2[N:22]=1)=[O:17])[C:2]1[CH:7]=[CH:6][CH:5]=[CH:4][CH:3]=1.Cl.[C:38]1([CH2:44][CH2:45][C:46](Cl)=[O:47])[CH:43]=[CH:42][CH:41]=[CH:40][CH:39]=1. Product: [CH2:1]([O:8][C:9](=[O:36])[NH:10][CH2:11][CH2:12][CH2:13][CH2:14][CH:15]([NH:27][C:28]([C@@H:30]1[CH2:35][CH2:34][CH2:33][N:32]([C:46](=[O:47])[CH2:45][CH2:44][C:38]2[CH:43]=[CH:42][CH:41]=[CH:40][CH:39]=2)[CH2:31]1)=[O:29])[C:16]([C:18]1[S:19][C:20]2[CH:26]=[CH:25][CH:24]=[CH:23][C:21]=2[N:22]=1)=[O:17])[C:2]1[CH:3]=[CH:4][CH:5]=[CH:6][CH:7]=1. The catalyst class is: 2.